From a dataset of Catalyst prediction with 721,799 reactions and 888 catalyst types from USPTO. Predict which catalyst facilitates the given reaction. (1) The catalyst class is: 4. Reactant: C([O:3][C:4]([C:6]1[S:7][C:8]([C:19]2[CH:24]=[CH:23][C:22]([Cl:25])=[CH:21][CH:20]=2)=[C:9]([C:11]2[CH:16]=[CH:15][C:14]([Cl:17])=[CH:13][C:12]=2[Cl:18])[N:10]=1)=O)C.[NH2:26][N:27]1[CH2:32][CH2:31][CH2:30][CH2:29][CH2:28]1. Product: [Cl:25][C:22]1[CH:21]=[CH:20][C:19]([C:8]2[S:7][C:6]([C:4]([NH:26][N:27]3[CH2:32][CH2:31][CH2:30][CH2:29][CH2:28]3)=[O:3])=[N:10][C:9]=2[C:11]2[CH:16]=[CH:15][C:14]([Cl:17])=[CH:13][C:12]=2[Cl:18])=[CH:24][CH:23]=1. (2) Reactant: [OH:1][CH2:2][CH2:3][O:4][CH2:5][C:6]([O:8][CH2:9][C:10]1[CH:15]=[CH:14][CH:13]=[CH:12][CH:11]=1)=[O:7].[O:16]1[CH2:21][CH2:20][CH2:19][CH2:18][CH:17]1[O:22][CH2:23][CH2:24][O:25][CH2:26][C:27](O)=[O:28].CC(C)N=C=NC(C)C. Product: [O:16]1[CH2:21][CH2:20][CH2:19][CH2:18][CH:17]1[O:22][CH2:23][CH2:24][O:25][CH2:26][C:27]([O:1][CH2:2][CH2:3][O:4][CH2:5][C:6]([O:8][CH2:9][C:10]1[CH:11]=[CH:12][CH:13]=[CH:14][CH:15]=1)=[O:7])=[O:28]. The catalyst class is: 142.